Dataset: Forward reaction prediction with 1.9M reactions from USPTO patents (1976-2016). Task: Predict the product of the given reaction. (1) The product is: [CH3:1][C:2]([CH3:51])([CH3:50])[CH2:3][C:4]1[N:5]=[C:6]([CH2:28][C:29]([C:35]2[CH:40]=[CH:39][C:38]([C:59]3[CH:64]=[CH:63][C:62]([F:65])=[CH:61][N:60]=3)=[CH:37][CH:36]=2)([OH:34])[C:30]([F:31])([F:32])[F:33])[N:7]([C:9]([C:16]2[CH:17]=[CH:18][CH:19]=[CH:20][CH:21]=2)([C:22]2[CH:27]=[CH:26][CH:25]=[CH:24][CH:23]=2)[C:10]2[CH:11]=[CH:12][CH:13]=[CH:14][CH:15]=2)[CH:8]=1. Given the reactants [CH3:1][C:2]([CH3:51])([CH3:50])[CH2:3][C:4]1[N:5]=[C:6]([CH2:28][C:29]([C:35]2[CH:40]=[CH:39][C:38](B3OC(C)(C)C(C)(C)O3)=[CH:37][CH:36]=2)([OH:34])[C:30]([F:33])([F:32])[F:31])[N:7]([C:9]([C:22]2[CH:27]=[CH:26][CH:25]=[CH:24][CH:23]=2)([C:16]2[CH:21]=[CH:20][CH:19]=[CH:18][CH:17]=2)[C:10]2[CH:15]=[CH:14][CH:13]=[CH:12][CH:11]=2)[CH:8]=1.C(=O)([O-])[O-].[Na+].[Na+].Br[C:59]1[CH:64]=[CH:63][C:62]([F:65])=[CH:61][N:60]=1.O, predict the reaction product. (2) Given the reactants [Br:1]N1C(=O)CCC1=O.[CH2:9]([C:11]1[NH:15][C:14]([C:16]([O:18][CH2:19][CH3:20])=[O:17])=[CH:13][CH:12]=1)[CH3:10].[OH-].[Na+], predict the reaction product. The product is: [Br:1][C:12]1[CH:13]=[C:14]([C:16]([O:18][CH2:19][CH3:20])=[O:17])[NH:15][C:11]=1[CH2:9][CH3:10]. (3) Given the reactants [Cl:1][C:2]1[CH:7]=[CH:6][CH:5]=[CH:4][C:3]=1[C:8]1[NH:9][C:10]2[C:15]([CH:16]=1)=[CH:14][C:13]([CH:17]1[CH2:22][CH2:21][N:20](C(OC(C)(C)C)=O)[CH2:19][CH2:18]1)=[CH:12][CH:11]=2.C(O)(C(F)(F)F)=O.[CH3:37][N:38]([CH2:46][CH:47]=O)[C:39](=[O:45])[O:40][C:41]([CH3:44])([CH3:43])[CH3:42].[Na].C(O)(=O)C, predict the reaction product. The product is: [Cl:1][C:2]1[CH:7]=[CH:6][CH:5]=[CH:4][C:3]=1[C:8]1[NH:9][C:10]2[C:15]([CH:16]=1)=[CH:14][C:13]([CH:17]1[CH2:22][CH2:21][N:20]([CH2:47][CH2:46][N:38]([CH3:37])[C:39](=[O:45])[O:40][C:41]([CH3:43])([CH3:42])[CH3:44])[CH2:19][CH2:18]1)=[CH:12][CH:11]=2. (4) The product is: [Cl:25][C:26]1[CH:37]=[CH:36][C:29]([C:30](=[O:31])[C:2]2[CH:7]=[CH:6][C:5]([N:8]3[CH2:13][CH2:12][CH:11]([C:14]4[CH:19]=[CH:18][CH:17]=[CH:16][CH:15]=4)[CH2:10][CH2:9]3)=[CH:4][CH:3]=2)=[CH:28][C:27]=1[S:38]([NH2:39])(=[O:41])=[O:40]. Given the reactants Br[C:2]1[CH:7]=[CH:6][C:5]([N:8]2[CH2:13][CH2:12][CH:11]([C:14]3[CH:19]=[CH:18][CH:17]=[CH:16][CH:15]=3)[CH2:10][CH2:9]2)=[CH:4][CH:3]=1.C([Li])(C)(C)C.[Cl:25][C:26]1[CH:37]=[CH:36][C:29]([C:30](N(OC)C)=[O:31])=[CH:28][C:27]=1[S:38](=[O:41])(=[O:40])[NH2:39], predict the reaction product. (5) The product is: [Cl:1][C:2]1[C:7]([Cl:8])=[CH:6][C:5]([I:19])=[C:4]([O:9][CH3:10])[N:3]=1. Given the reactants [Cl:1][C:2]1[C:7]([Cl:8])=[CH:6][CH:5]=[C:4]([O:9][CH3:10])[N:3]=1.C(Cl)Cl.S(=O)(=O)(O)O.[I:19]N1C(=O)CCC1=O, predict the reaction product. (6) The product is: [CH3:1][C:2]1[CH:3]=[CH:4][C:5]([C:12]2[CH:17]=[CH:16][CH:15]=[CH:14][N:13]=2)=[C:6]([CH:11]=1)[C:7]([OH:9])=[O:8]. Given the reactants [CH3:1][C:2]1[CH:3]=[CH:4][C:5]([C:12]2[CH:17]=[CH:16][CH:15]=[CH:14][N:13]=2)=[C:6]([CH:11]=1)[C:7]([O:9]C)=[O:8].[OH-].[Na+], predict the reaction product. (7) Given the reactants [CH3:1][C:2]1[N:3]=[CH:4][C:5]([NH:8][C:9]2[C:18]3[C:13](=[CH:14][CH:15]=[C:16]([OH:19])[CH:17]=3)[N:12]=[CH:11][N:10]=2)=[N:6][CH:7]=1.[Cl:20][C:21]1[C:22](F)=[N:23][CH:24]=[C:25]([O:27][CH2:28][CH:29](OCC)OCC)[CH:26]=1.[CH3:37][NH:38][CH3:39].O1CCCC1, predict the reaction product. The product is: [Cl:20][C:21]1[C:22]([O:19][C:16]2[CH:17]=[C:18]3[C:13](=[CH:14][CH:15]=2)[N:12]=[CH:11][N:10]=[C:9]3[NH:8][C:5]2[CH:4]=[N:3][C:2]([CH3:1])=[CH:7][N:6]=2)=[N:23][CH:24]=[C:25]([O:27][CH2:28][CH2:29][N:38]([CH3:39])[CH3:37])[CH:26]=1.